Dataset: Full USPTO retrosynthesis dataset with 1.9M reactions from patents (1976-2016). Task: Predict the reactants needed to synthesize the given product. (1) The reactants are: [Cl:1][C:2]1[CH:3]=[N+:4]([O-:27])[CH:5]=[C:6]([Cl:26])[C:7]=1[CH2:8][C@@H:9]([C:11]1[CH:16]=[CH:15][C:14]([O:17][CH:18]([F:20])[F:19])=[C:13]([O:21][CH2:22][CH:23]2[CH2:25][CH2:24]2)[CH:12]=1)[OH:10].C(Cl)CCl.[O:32]1[CH2:37][CH2:36][N:35]([C:38]2[CH:46]=[C:45]3[C:41]([C:42](=[O:52])[C:43](=[O:51])[N:44]3[CH2:47][C:48](O)=[O:49])=[CH:40][CH:39]=2)[CH2:34][CH2:33]1. Given the product [Cl:1][C:2]1[CH:3]=[N+:4]([O-:27])[CH:5]=[C:6]([Cl:26])[C:7]=1[CH2:8][C@@H:9]([C:11]1[CH:16]=[CH:15][C:14]([O:17][CH:18]([F:20])[F:19])=[C:13]([O:21][CH2:22][CH:23]2[CH2:25][CH2:24]2)[CH:12]=1)[O:10][C:48](=[O:49])[CH2:47][N:44]1[C:45]2[C:41](=[CH:40][CH:39]=[C:38]([N:35]3[CH2:34][CH2:33][O:32][CH2:37][CH2:36]3)[CH:46]=2)[C:42](=[O:52])[C:43]1=[O:51].[CH2:13]([O:21][CH2:22][CH3:23])[CH3:12], predict the reactants needed to synthesize it. (2) The reactants are: Cl.O1CCOCC1.[Cl:8][C:9]1[CH:48]=[CH:47][CH:46]=[CH:45][C:10]=1[CH2:11][C:12]1[C:13]([N:31]2[CH2:36][CH2:35][CH2:34][C@@H:33]([NH:37]C(=O)OC(C)(C)C)[CH2:32]2)=[N:14][N:15]2[CH:20]=[CH:19][N:18]([CH2:21][C:22](=[O:29])[C:23]3[CH:28]=[CH:27][CH:26]=[CH:25][CH:24]=3)[C:17](=[O:30])[C:16]=12. Given the product [ClH:8].[NH2:37][C@@H:33]1[CH2:34][CH2:35][CH2:36][N:31]([C:13]2[C:12]([CH2:11][C:10]3[CH:45]=[CH:46][CH:47]=[CH:48][C:9]=3[Cl:8])=[C:16]3[C:17](=[O:30])[N:18]([CH2:21][C:22](=[O:29])[C:23]4[CH:24]=[CH:25][CH:26]=[CH:27][CH:28]=4)[CH:19]=[CH:20][N:15]3[N:14]=2)[CH2:32]1, predict the reactants needed to synthesize it. (3) Given the product [F:1][C:2]1[CH:3]=[CH:4][C:5]([N+:9]([O-:11])=[O:10])=[C:6]([O:8][CH2:15][O:16][CH3:17])[CH:7]=1, predict the reactants needed to synthesize it. The reactants are: [F:1][C:2]1[CH:3]=[CH:4][C:5]([N+:9]([O-:11])=[O:10])=[C:6]([OH:8])[CH:7]=1.[H-].[Na+].Cl[CH2:15][O:16][CH3:17].